This data is from Full USPTO retrosynthesis dataset with 1.9M reactions from patents (1976-2016). The task is: Predict the reactants needed to synthesize the given product. (1) Given the product [CH2:13]([C:17]1[N:18]=[C:19]([CH3:50])[N:20]([CH2:39][C:40]2[C:44]3[CH:45]=[C:46]([Cl:49])[CH:47]=[CH:48][C:43]=3[S:42][CH:41]=2)[C:21](=[O:38])[C:22]=1[CH2:23][C:24]1[CH:25]=[CH:26][C:27]([C:30]2[CH:35]=[CH:34][CH:33]=[CH:32][C:31]=2[C:36]2[NH:3][C:4](=[O:7])[O:5][N:37]=2)=[CH:28][CH:29]=1)[CH2:14][CH2:15][CH3:16], predict the reactants needed to synthesize it. The reactants are: [Cl-].O[NH3+:3].[C:4](=[O:7])([O-])[OH:5].[Na+].CS(C)=O.[CH2:13]([C:17]1[N:18]=[C:19]([CH3:50])[N:20]([CH2:39][C:40]2[C:44]3[CH:45]=[C:46]([Cl:49])[CH:47]=[CH:48][C:43]=3[S:42][CH:41]=2)[C:21](=[O:38])[C:22]=1[CH2:23][C:24]1[CH:29]=[CH:28][C:27]([C:30]2[C:31]([C:36]#[N:37])=[CH:32][CH:33]=[CH:34][CH:35]=2)=[CH:26][CH:25]=1)[CH2:14][CH2:15][CH3:16]. (2) Given the product [NH3:1].[CH3:14][O:13][C:10]1[CH:11]=[CH:12][C:7]([CH2:6][NH:1][C@H:2]([CH3:5])[CH2:3][OH:4])=[CH:8][CH:9]=1, predict the reactants needed to synthesize it. The reactants are: [NH2:1][C@H:2]([CH3:5])[CH2:3][OH:4].[CH:6](=O)[C:7]1[CH:12]=[CH:11][C:10]([O:13][CH3:14])=[CH:9][CH:8]=1.C(O)(=O)C.C(O[BH-](OC(=O)C)OC(=O)C)(=O)C.[Na+].